This data is from Forward reaction prediction with 1.9M reactions from USPTO patents (1976-2016). The task is: Predict the product of the given reaction. Given the reactants [CH3:1][O:2][C:3](=[O:19])[C:4]1[CH:9]=[C:8]([OH:10])[CH:7]=[C:6]([O:11][CH2:12][C:13]2[CH:18]=[CH:17][CH:16]=[CH:15][CH:14]=2)[CH:5]=1.C(N(CC)CC)C.[S:27](O[S:27]([C:30]([F:33])([F:32])[F:31])(=[O:29])=[O:28])([C:30]([F:33])([F:32])[F:31])(=[O:29])=[O:28], predict the reaction product. The product is: [CH3:1][O:2][C:3](=[O:19])[C:4]1[CH:9]=[C:8]([O:10][S:27]([C:30]([F:33])([F:32])[F:31])(=[O:29])=[O:28])[CH:7]=[C:6]([O:11][CH2:12][C:13]2[CH:18]=[CH:17][CH:16]=[CH:15][CH:14]=2)[CH:5]=1.